From a dataset of Merck oncology drug combination screen with 23,052 pairs across 39 cell lines. Regression. Given two drug SMILES strings and cell line genomic features, predict the synergy score measuring deviation from expected non-interaction effect. (1) Drug 1: O=C(O)C1(Cc2cccc(Nc3nccs3)n2)CCC(Oc2cccc(Cl)c2F)CC1. Drug 2: NC1CCCCC1N.O=C(O)C(=O)O.[Pt+2]. Cell line: NCIH520. Synergy scores: synergy=-8.24. (2) Drug 1: CN1C(=O)C=CC2(C)C3CCC4(C)C(NC(=O)OCC(F)(F)F)CCC4C3CCC12. Drug 2: CC(=O)OC1C(=O)C2(C)C(O)CC3OCC3(OC(C)=O)C2C(OC(=O)c2ccccc2)C2(O)CC(OC(=O)C(O)C(NC(=O)c3ccccc3)c3ccccc3)C(C)=C1C2(C)C. Cell line: UWB1289. Synergy scores: synergy=-15.7. (3) Drug 1: CC1CC2C3CCC4=CC(=O)C=CC4(C)C3(F)C(O)CC2(C)C1(O)C(=O)CO. Drug 2: NC1(c2ccc(-c3nc4ccn5c(=O)[nH]nc5c4cc3-c3ccccc3)cc2)CCC1. Cell line: SKMES1. Synergy scores: synergy=40.8. (4) Drug 1: NC1(c2ccc(-c3nc4ccn5c(=O)[nH]nc5c4cc3-c3ccccc3)cc2)CCC1. Drug 2: Cc1nc(Nc2ncc(C(=O)Nc3c(C)cccc3Cl)s2)cc(N2CCN(CCO)CC2)n1. Cell line: A2058. Synergy scores: synergy=89.4. (5) Drug 1: COC1=C2CC(C)CC(OC)C(O)C(C)C=C(C)C(OC(N)=O)C(OC)C=CC=C(C)C(=O)NC(=CC1=O)C2=O. Drug 2: NC1CCCCC1N.O=C(O)C(=O)O.[Pt+2]. Cell line: HCT116. Synergy scores: synergy=12.4. (6) Drug 1: COC12C(COC(N)=O)C3=C(C(=O)C(C)=C(N)C3=O)N1CC1NC12. Drug 2: Cc1nc(Nc2ncc(C(=O)Nc3c(C)cccc3Cl)s2)cc(N2CCN(CCO)CC2)n1. Cell line: UACC62. Synergy scores: synergy=14.9. (7) Drug 1: NC(=O)c1cccc2cn(-c3ccc(C4CCCNC4)cc3)nc12. Drug 2: COC1CC2CCC(C)C(O)(O2)C(=O)C(=O)N2CCCCC2C(=O)OC(C(C)CC2CCC(OP(C)(C)=O)C(OC)C2)CC(=O)C(C)C=C(C)C(O)C(OC)C(=O)C(C)CC(C)C=CC=CC=C1C. Cell line: A2058. Synergy scores: synergy=10.3.